This data is from Forward reaction prediction with 1.9M reactions from USPTO patents (1976-2016). The task is: Predict the product of the given reaction. Given the reactants C(OC([N:8]1[CH2:12][C:11]([F:14])([F:13])[CH2:10][C@H:9]1[C:15]([OH:17])=[O:16])=O)(C)(C)C.O1CCOCC1.Cl, predict the reaction product. The product is: [F:13][C:11]1([F:14])[CH2:12][NH:8][C@H:9]([C:15]([OH:17])=[O:16])[CH2:10]1.